This data is from KCNQ2 potassium channel screen with 302,405 compounds. The task is: Binary Classification. Given a drug SMILES string, predict its activity (active/inactive) in a high-throughput screening assay against a specified biological target. (1) The molecule is S(=O)(=O)(N(c1c(OC)ccc(OC)c1)CC(=O)Nc1c(cccc1)C(OC)=O)C. The result is 0 (inactive). (2) The drug is Clc1cc(C(=O)NC2CC(NC(C2)(C)C)(C)C)ccc1Cl. The result is 0 (inactive). (3) The molecule is s1c(CC(=O)Nc2sc(SCCOC)nn2)ccc1. The result is 0 (inactive). (4) The compound is o1c(c(c2onc(n2)c2cc(OC)ccc2)cc1)C. The result is 0 (inactive). (5) The compound is Brc1ccc(S(=O)(=O)CCC(=O)Nc2ccc(CC)cc2)cc1. The result is 0 (inactive). (6) The molecule is S(=O)(=O)(N1CN(C2CCCC2)c2nc3c(nc12)cccc3)c1sccc1. The result is 0 (inactive).